From a dataset of Full USPTO retrosynthesis dataset with 1.9M reactions from patents (1976-2016). Predict the reactants needed to synthesize the given product. (1) Given the product [I:14][C:7]1[CH:6]=[C:5]2[C:10](=[CH:9][CH:8]=1)[N:1]([CH2:11][CH2:12][OH:13])[CH2:2][CH2:3][CH2:4]2, predict the reactants needed to synthesize it. The reactants are: [N:1]1([CH2:11][CH2:12][OH:13])[C:10]2[C:5](=[CH:6][CH:7]=[CH:8][CH:9]=2)[CH2:4][CH2:3][CH2:2]1.[I:14]N1C(=O)CCC1=O.O. (2) Given the product [CH3:30][S:31]([C:34]1[CH:39]=[C:38]([CH:9]2[CH:10]([NH2:22])[CH:11]([C:13]3[CH:18]=[C:17]([F:19])[C:16]([F:20])=[CH:15][C:14]=3[F:21])[CH2:12][N:8]2[C:4]2[N:5]=[CH:6][N:7]=[CH:2][N:3]=2)[CH:37]=[CH:36][CH:35]=1)(=[O:33])=[O:32], predict the reactants needed to synthesize it. The reactants are: Cl[C:2]1[N:7]=[CH:6][N:5]=[C:4]([N:8]2[CH2:12][C@H:11]([C:13]3[CH:18]=[C:17]([F:19])[C:16]([F:20])=[CH:15][C:14]=3[F:21])[C@@H:10]([NH:22]C(=O)OC(C)(C)C)[CH2:9]2)[N:3]=1.[CH3:30][S:31]([C:34]1[CH:35]=[C:36](B(O)O)[CH:37]=[CH:38][CH:39]=1)(=[O:33])=[O:32].C([O-])([O-])=O.[Na+].[Na+]. (3) Given the product [ClH:41].[ClH:41].[C:1]([NH:4][C:5]1[CH:38]=[CH:37][C:8]([O:9][C:10](=[O:36])[CH:11]([NH2:28])[CH2:12][S:13][S:14][CH2:15][CH:16]([NH2:20])[C:17]([OH:19])=[O:18])=[CH:7][CH:6]=1)(=[O:3])[CH3:2], predict the reactants needed to synthesize it. The reactants are: [C:1]([NH:4][C:5]1[CH:38]=[CH:37][C:8]([O:9][C:10](=[O:36])[CH:11]([NH:28]C(OC(C)(C)C)=O)[CH2:12][S:13][S:14][CH2:15][CH:16]([NH:20]C(OC(C)(C)C)=O)[C:17]([OH:19])=[O:18])=[CH:7][CH:6]=1)(=[O:3])[CH3:2].CO.[Cl:41]CCl. (4) Given the product [OH:2][C:3]1[CH:12]=[C:11]2[C:6]([CH2:7][CH2:8][CH2:9][C:10]2=[O:13])=[CH:5][CH:4]=1, predict the reactants needed to synthesize it. The reactants are: C[O:2][C:3]1[CH:12]=[C:11]2[C:6]([CH2:7][CH2:8][CH2:9][C:10]2=[O:13])=[CH:5][CH:4]=1. (5) Given the product [NH2:1][C:2]1[N:7]([C:8]2[CH:13]=[CH:12][CH:11]=[CH:10][CH:9]=2)[C:6]([NH:22][C:21]2[CH:23]=[CH:24][C:18]([F:17])=[CH:19][CH:20]=2)=[N:5][C:4](=[O:16])[CH:3]=1, predict the reactants needed to synthesize it. The reactants are: [NH2:1][C:2]1[N:7]([C:8]2[CH:13]=[CH:12][CH:11]=[CH:10][CH:9]=2)[C:6](SC)=[N:5][C:4](=[O:16])[CH:3]=1.[F:17][C:18]1[CH:24]=[CH:23][C:21]([NH2:22])=[CH:20][CH:19]=1.[K+].[Br-]. (6) Given the product [Br:11][C:5]1[CH:6]=[C:7]([C:8]2[O:10][C:14]3[C:15]([F:19])=[CH:16][CH:17]=[CH:18][C:13]=3[N:12]=2)[C:2]([NH2:1])=[N:3][CH:4]=1, predict the reactants needed to synthesize it. The reactants are: [NH2:1][C:2]1[C:7]([C:8]([OH:10])=O)=[CH:6][C:5]([Br:11])=[CH:4][N:3]=1.[NH2:12][C:13]1[CH:18]=[CH:17][CH:16]=[C:15]([F:19])[C:14]=1O.[OH-].[Na+]. (7) Given the product [CH3:18][C:14]1[C:13]([C:11]2[N:10]3[CH:19]=[CH:20][N:21]=[C:9]3[CH:8]=[C:7]([C:5]3[CH:4]=[N:3][N:2]([CH3:1])[CH:6]=3)[N:12]=2)=[CH:17][N:16]([CH2:24][CH2:23][C:22]#[N:25])[N:15]=1, predict the reactants needed to synthesize it. The reactants are: [CH3:1][N:2]1[CH:6]=[C:5]([C:7]2[N:12]=[C:11]([C:13]3[C:14]([CH3:18])=[N:15][NH:16][CH:17]=3)[N:10]3[CH:19]=[CH:20][N:21]=[C:9]3[CH:8]=2)[CH:4]=[N:3]1.[C:22](#[N:25])[CH:23]=[CH2:24].C(#N)C.C1CCN2C(=NCCC2)CC1. (8) Given the product [F:1][C:2]([F:17])([F:16])[C:3]1[CH:11]=[CH:10][CH:9]=[C:8]([C:12]([F:15])([F:14])[F:13])[C:4]=1[C:5]([N:24]=[N+:25]=[N-:26])=[O:6], predict the reactants needed to synthesize it. The reactants are: [F:1][C:2]([F:17])([F:16])[C:3]1[CH:11]=[CH:10][CH:9]=[C:8]([C:12]([F:15])([F:14])[F:13])[C:4]=1[C:5](O)=[O:6].P(Cl)(Cl)(Cl)(Cl)Cl.[N-:24]=[N+:25]=[N-:26].[Na+]. (9) The reactants are: [F:1][C:2]1[CH:7]=[CH:6][C:5]([C:8]2[O:9][C:10]3[CH:20]=[C:19]([CH2:21][CH2:22][C:23]([O:25][CH3:26])=[O:24])[C:18]([C:27]4[CH:28]=[C:29]([CH:37]=[CH:38][CH:39]=4)[C:30]([O:32]C(C)(C)C)=[O:31])=[CH:17][C:11]=3[C:12]=2[C:13](=[O:16])[NH:14][CH3:15])=[CH:4][CH:3]=1. Given the product [F:1][C:2]1[CH:3]=[CH:4][C:5]([C:8]2[O:9][C:10]3[CH:20]=[C:19]([CH2:21][CH2:22][C:23]([O:25][CH3:26])=[O:24])[C:18]([C:27]4[CH:28]=[C:29]([CH:37]=[CH:38][CH:39]=4)[C:30]([OH:32])=[O:31])=[CH:17][C:11]=3[C:12]=2[C:13](=[O:16])[NH:14][CH3:15])=[CH:6][CH:7]=1, predict the reactants needed to synthesize it.